Dataset: Reaction yield outcomes from USPTO patents with 853,638 reactions. Task: Predict the reaction yield, written as a fraction of the theoretical maximum amount of product (1.0 means a 100% yield; for example, 0.34 means a 34% yield). (1) The reactants are [CH:1]([N:4]([S:12](=[O:16])(=[O:15])[NH:13]C)[C:5](=O)OC(C)(C)C)([CH3:3])[CH3:2].Cl. No catalyst specified. The product is [CH:1]([N:4]([CH3:5])[S:12]([NH2:13])(=[O:16])=[O:15])([CH3:3])[CH3:2]. The yield is 0.990. (2) The reactants are [C-:1]#[N:2].[K+].[C-]#N.[Na+].[C:7]([O:11][C:12]([NH:14][C@@H:15]1[CH2:19][CH2:18][C@H:17]([CH2:20]OS(C)(=O)=O)[CH2:16]1)=[O:13])([CH3:10])([CH3:9])[CH3:8]. The catalyst is CN(C=O)C. The product is [C:7]([O:11][C:12](=[O:13])[NH:14][C@H:15]1[CH2:19][CH2:18][C@@H:17]([CH2:20][C:1]#[N:2])[CH2:16]1)([CH3:10])([CH3:9])[CH3:8]. The yield is 0.380. (3) The reactants are [F:1][C:2]1[C:7]2[C:8]([C:18](=[O:21])[NH:19][CH3:20])=[C:9]([C:11]3[CH:16]=[CH:15][C:14]([F:17])=[CH:13][CH:12]=3)[O:10][C:6]=2[CH:5]=[CH:4][C:3]=1[C:22]1[CH:23]=[C:24]([CH:28]=[CH:29][C:30]=1[O:31][CH3:32])[C:25]([OH:27])=O.C(N(C(C)C)C(C)C)C.[CH3:42][C:43]([NH2:46])([CH3:45])[CH3:44].CN(C(ON1N=NC2C=CC=NC1=2)=[N+](C)C)C.F[P-](F)(F)(F)(F)F. The catalyst is C(#N)C.CN(C=O)C. The product is [C:43]([NH:46][C:25]([C:24]1[CH:28]=[CH:29][C:30]([O:31][CH3:32])=[C:22]([C:3]2[CH:4]=[CH:5][C:6]3[O:10][C:9]([C:11]4[CH:16]=[CH:15][C:14]([F:17])=[CH:13][CH:12]=4)=[C:8]([C:18]([NH:19][CH3:20])=[O:21])[C:7]=3[C:2]=2[F:1])[CH:23]=1)=[O:27])([CH3:45])([CH3:44])[CH3:42]. The yield is 0.800. (4) The reactants are Br[C:2]1[CH:8]=[C:7]([O:9][CH2:10][CH3:11])[CH:6]=[CH:5][C:3]=1[NH2:4].C([Sn](CCCC)(CCCC)[C:17]1[O:18][CH:19]=[CH:20][CH:21]=1)CCC. The catalyst is O1CCOCC1.C1C=CC([P]([Pd]([P](C2C=CC=CC=2)(C2C=CC=CC=2)C2C=CC=CC=2)([P](C2C=CC=CC=2)(C2C=CC=CC=2)C2C=CC=CC=2)[P](C2C=CC=CC=2)(C2C=CC=CC=2)C2C=CC=CC=2)(C2C=CC=CC=2)C2C=CC=CC=2)=CC=1. The product is [CH2:10]([O:9][C:7]1[CH:6]=[CH:5][C:3]([NH2:4])=[C:2]([C:17]2[O:18][CH:19]=[CH:20][CH:21]=2)[CH:8]=1)[CH3:11]. The yield is 0.620.